This data is from Peptide-MHC class II binding affinity with 134,281 pairs from IEDB. The task is: Regression. Given a peptide amino acid sequence and an MHC pseudo amino acid sequence, predict their binding affinity value. This is MHC class II binding data. The peptide sequence is EKKYFAATQFEHLAA. The MHC is HLA-DQA10101-DQB10501 with pseudo-sequence HLA-DQA10101-DQB10501. The binding affinity (normalized) is 0.219.